This data is from Full USPTO retrosynthesis dataset with 1.9M reactions from patents (1976-2016). The task is: Predict the reactants needed to synthesize the given product. (1) Given the product [NH2:1][C:2]1[CH2:11][CH:10]([C:12]2[CH:17]=[CH:16][C:15]([NH2:18])=[CH:14][CH:13]=2)[C:9]2[C:4](=[CH:5][CH:6]=[C:7]([Cl:19])[CH:8]=2)[N:3]=1, predict the reactants needed to synthesize it. The reactants are: [NH2:1][C:2]1[CH:11]=[C:10]([C:12]2[CH:17]=[CH:16][C:15]([NH2:18])=[CH:14][CH:13]=2)[C:9]2[C:4](=[CH:5][CH:6]=[C:7]([Cl:19])[CH:8]=2)[N:3]=1. (2) Given the product [C:61]([O:37][CH:26]1[C:27]([O:31][CH:32]([O:34][CH2:35][CH3:36])[CH3:33])([CH3:30])[CH2:28][CH2:29][CH:17]([O:16][CH:14]([O:13][CH2:11][CH3:12])[CH3:15])[CH2:18][C:19]([O:21][CH:22](/[C:39](/[CH3:60])=[CH:40]/[CH:41]=[CH:42]/[CH:43]([CH3:59])[CH2:44][CH:45]2[O:58][CH:46]2[CH:47]([CH3:57])[CH:48]([O:51][CH:52]([O:54][CH2:55][CH3:56])[CH3:53])[CH2:49][CH3:50])[CH:23]([CH3:38])[CH:24]=[CH:25]1)=[O:20])(=[O:68])[C:62]1[CH:67]=[CH:66][CH:65]=[CH:64][CH:63]=1, predict the reactants needed to synthesize it. The reactants are: [Li+].C[Si]([N-][Si](C)(C)C)(C)C.[CH2:11]([O:13][CH:14]([O:16][CH:17]1[CH2:29][CH2:28][C:27]([O:31][CH:32]([O:34][CH2:35][CH3:36])[CH3:33])([CH3:30])[CH:26]([OH:37])[CH:25]=[CH:24][CH:23]([CH3:38])[CH:22](/[C:39](/[CH3:60])=[CH:40]/[CH:41]=[CH:42]/[CH:43]([CH3:59])[CH2:44][CH:45]2[O:58][CH:46]2[CH:47]([CH3:57])[CH:48]([O:51][CH:52]([O:54][CH2:55][CH3:56])[CH3:53])[CH2:49][CH3:50])[O:21][C:19](=[O:20])[CH2:18]1)[CH3:15])[CH3:12].[C:61](Cl)(=[O:68])[C:62]1[CH:67]=[CH:66][CH:65]=[CH:64][CH:63]=1.C(OCC)(=O)C. (3) Given the product [Cl:1][C:2]1[CH:18]=[C:17]([N+:19]([O-:21])=[O:20])[CH:16]=[CH:15][C:3]=1[O:4][C:5]1[CH:6]=[C:7]2[C:11](=[CH:12][CH:13]=1)[C:10](=[O:14])[N:9]([CH3:24])[CH2:8]2, predict the reactants needed to synthesize it. The reactants are: [Cl:1][C:2]1[CH:18]=[C:17]([N+:19]([O-:21])=[O:20])[CH:16]=[CH:15][C:3]=1[O:4][C:5]1[CH:6]=[C:7]2[C:11](=[CH:12][CH:13]=1)[C:10](=[O:14])[NH:9][CH2:8]2.[H-].[Na+].[CH3:24]I.O. (4) Given the product [CH3:18][C@H:17]([NH:19][C:20](=[O:26])[O:21][C:22]([CH3:23])([CH3:24])[CH3:25])[CH2:16][O:15][C:12]1[CH:13]=[N:14][C:9]([C:7]2[O:8][C:4]3[CH:3]=[C:2]([O:1][CH2:30][C:31](=[O:33])[CH3:32])[CH:28]=[CH:27][C:5]=3[N:6]=2)=[CH:10][CH:11]=1, predict the reactants needed to synthesize it. The reactants are: [OH:1][C:2]1[CH:28]=[CH:27][C:5]2[N:6]=[C:7]([C:9]3[N:14]=[CH:13][C:12]([O:15][CH2:16][C@@H:17]([NH:19][C:20](=[O:26])[O:21][C:22]([CH3:25])([CH3:24])[CH3:23])[CH3:18])=[CH:11][CH:10]=3)[O:8][C:4]=2[CH:3]=1.Br[CH2:30][C:31](=[O:33])[CH3:32]. (5) The reactants are: Br[C:2]1[CH:11]=[CH:10][C:9]2[N:8]=[CH:7][C:6]3[N:12]([CH3:23])[C:13](=[O:22])[N:14]([C:15]4[C:16]([CH3:21])=[N:17][N:18]([CH3:20])[CH:19]=4)[C:5]=3[C:4]=2[CH:3]=1.[CH:24]([O:27][C:28]1[C:29]([CH2:43][OH:44])=[N:30][CH:31]=[C:32](B2OC(C)(C)C(C)(C)O2)[CH:33]=1)([CH3:26])[CH3:25]. Given the product [CH3:20][N:18]1[CH:19]=[C:15]([N:14]2[C:5]3[C:4]4[CH:3]=[C:2]([C:32]5[CH:31]=[N:30][C:29]([CH2:43][OH:44])=[C:28]([O:27][CH:24]([CH3:26])[CH3:25])[CH:33]=5)[CH:11]=[CH:10][C:9]=4[N:8]=[CH:7][C:6]=3[N:12]([CH3:23])[C:13]2=[O:22])[C:16]([CH3:21])=[N:17]1, predict the reactants needed to synthesize it. (6) Given the product [CH3:51][O:52][C@@H:53]1[CH2:57][N:56]([C:19]([CH:16]2[CH2:15][CH2:14][N:13]([C:8]3[CH:9]=[N:10][CH:11]=[CH:12][C:7]=3[N:5]3[CH:6]=[C:2]([CH3:1])[CH:3]=[N:4]3)[CH2:18][CH2:17]2)=[O:21])[C@@H:55]([C:58]#[N:59])[CH2:54]1, predict the reactants needed to synthesize it. The reactants are: [CH3:1][C:2]1[CH:3]=[N:4][N:5]([C:7]2[CH:12]=[CH:11][N:10]=[CH:9][C:8]=2[N:13]2[CH2:18][CH2:17][CH:16]([C:19]([OH:21])=O)[CH2:15][CH2:14]2)[CH:6]=1.CN(C=O)C.CN(C(ON1N=NC2C=CC=NC1=2)=[N+](C)C)C.F[P-](F)(F)(F)(F)F.[CH3:51][O:52][C@@H:53]1[CH2:57][NH:56][C@@H:55]([C:58]#[N:59])[CH2:54]1. (7) Given the product [CH2:1]([O:8][C:9]1[CH:10]=[CH:11][C:12]([N:15]2[CH2:20][CH2:19][N:18]([CH2:22][C:23]3[NH:27][C:26]4[CH:28]=[CH:29][CH:30]=[CH:31][C:25]=4[N:24]=3)[CH2:17][CH2:16]2)=[N:13][CH:14]=1)[C:2]1[CH:3]=[CH:4][CH:5]=[CH:6][CH:7]=1, predict the reactants needed to synthesize it. The reactants are: [CH2:1]([O:8][C:9]1[CH:10]=[CH:11][C:12]([N:15]2[CH2:20][CH2:19][NH:18][CH2:17][CH2:16]2)=[N:13][CH:14]=1)[C:2]1[CH:7]=[CH:6][CH:5]=[CH:4][CH:3]=1.Cl[CH2:22][C:23]1[NH:27][C:26]2[CH:28]=[CH:29][CH:30]=[CH:31][C:25]=2[N:24]=1.C(#N)C.C(Cl)Cl. (8) Given the product [O:4]1[C:8]2=[C:9]([N:13]3[CH2:18][CH2:17][N:16]([CH2:19][CH2:20][C@H:21]4[CH2:26][CH2:25][C@H:24]([NH:27][C:37]([C:35]5[S:36][C:32]([S:29]([CH3:28])(=[O:31])=[O:30])=[CH:33][CH:34]=5)=[O:38])[CH2:23][CH2:22]4)[CH2:15][CH2:14]3)[N:10]=[CH:11][CH:12]=[C:7]2[CH2:6][CH2:5]1, predict the reactants needed to synthesize it. The reactants are: Cl.Cl.Cl.[O:4]1[C:8]2=[C:9]([N:13]3[CH2:18][CH2:17][N:16]([CH2:19][CH2:20][C@H:21]4[CH2:26][CH2:25][C@H:24]([NH2:27])[CH2:23][CH2:22]4)[CH2:15][CH2:14]3)[N:10]=[CH:11][CH:12]=[C:7]2[CH2:6][CH2:5]1.[CH3:28][S:29]([C:32]1[S:36][C:35]([C:37](O)=[O:38])=[CH:34][CH:33]=1)(=[O:31])=[O:30]. (9) Given the product [Cl:43][C:44]1[CH:45]=[CH:46][C:47]2[N:53]3[C:54]([CH:57]([CH3:58])[CH3:59])=[N:55][N:56]=[C:52]3[CH:51]([CH2:60][C:61]([N:79]3[CH2:80][CH2:81][CH:76]([OH:75])[CH2:77][CH2:78]3)=[O:63])[O:50][CH:49]([C:64]3[CH:69]=[CH:68][CH:67]=[C:66]([O:70][CH3:71])[C:65]=3[O:72][CH3:73])[C:48]=2[CH:74]=1, predict the reactants needed to synthesize it. The reactants are: C1CN([P+](ON2N=NC3C=CC=CC2=3)(N2CCCC2)N2CCCC2)CC1.F[P-](F)(F)(F)(F)F.C(N(CC)C(C)C)(C)C.[Cl:43][C:44]1[CH:45]=[CH:46][C:47]2[N:53]3[C:54]([CH:57]([CH3:59])[CH3:58])=[N:55][N:56]=[C:52]3[CH:51]([CH2:60][C:61]([OH:63])=O)[O:50][CH:49]([C:64]3[CH:69]=[CH:68][CH:67]=[C:66]([O:70][CH3:71])[C:65]=3[O:72][CH3:73])[C:48]=2[CH:74]=1.[OH:75][CH:76]1[CH2:81][CH2:80][NH:79][CH2:78][CH2:77]1. (10) Given the product [CH:1]12[CH2:7][CH:4]([CH2:5][CH2:6]1)[CH:3]1[C:8](=[O:9])[NH:13][C:11](=[O:12])[CH:2]21, predict the reactants needed to synthesize it. The reactants are: [CH:1]12[CH2:7][CH:4]([CH2:5][CH2:6]1)[CH:3]1[C:8](O[C:11](=[O:12])[CH:2]21)=[O:9].[NH3:13].